Dataset: Forward reaction prediction with 1.9M reactions from USPTO patents (1976-2016). Task: Predict the product of the given reaction. Given the reactants [Cl:1][C:2]1[CH:3]=[CH:4][C:5]([O:41][CH:42]([F:44])[F:43])=[C:6]([C:8]2[C:13]([O:14][CH3:15])=[CH:12][N:11]([CH:16]([CH2:33][CH2:34][O:35][C:36]([F:39])([F:38])[F:37])[C:17]([NH:19][C:20]3[CH:32]=[CH:31][C:23]([C:24]([O:26]C(C)(C)C)=[O:25])=[CH:22][CH:21]=3)=[O:18])[C:10](=[O:40])[CH:9]=2)[CH:7]=1.C(O)(C(F)(F)F)=O, predict the reaction product. The product is: [Cl:1][C:2]1[CH:3]=[CH:4][C:5]([O:41][CH:42]([F:43])[F:44])=[C:6]([C:8]2[C:13]([O:14][CH3:15])=[CH:12][N:11]([CH:16]([CH2:33][CH2:34][O:35][C:36]([F:39])([F:38])[F:37])[C:17]([NH:19][C:20]3[CH:32]=[CH:31][C:23]([C:24]([OH:26])=[O:25])=[CH:22][CH:21]=3)=[O:18])[C:10](=[O:40])[CH:9]=2)[CH:7]=1.